This data is from Forward reaction prediction with 1.9M reactions from USPTO patents (1976-2016). The task is: Predict the product of the given reaction. (1) Given the reactants [Br:1][C:2]1[CH:3]=[C:4]([C:13]([F:16])([F:15])[F:14])[CH:5]=[C:6]2[C:11]=1[N:10]=[C:9](Cl)[N:8]=[CH:7]2.[S:17]([NH2:27])(=[O:26])([C:19]1[CH:24]=[CH:23][C:22]([NH2:25])=[CH:21][CH:20]=1)=[O:18], predict the reaction product. The product is: [Br:1][C:2]1[CH:3]=[C:4]([C:13]([F:16])([F:15])[F:14])[CH:5]=[C:6]2[C:11]=1[N:10]=[C:9]([NH:25][C:22]1[CH:23]=[CH:24][C:19]([S:17]([NH2:27])(=[O:18])=[O:26])=[CH:20][CH:21]=1)[N:8]=[CH:7]2. (2) The product is: [C:1]([O:5][C:6]([N:8]1[CH2:9][CH2:10][N:11]([C:14]2[C:19]([NH2:20])=[CH:18][C:17]([Cl:23])=[CH:16][N:15]=2)[CH2:12][CH2:13]1)=[O:7])([CH3:4])([CH3:2])[CH3:3]. Given the reactants [C:1]([O:5][C:6]([N:8]1[CH2:13][CH2:12][N:11]([C:14]2[C:19]([N+:20]([O-])=O)=[CH:18][C:17]([Cl:23])=[CH:16][N:15]=2)[CH2:10][CH2:9]1)=[O:7])([CH3:4])([CH3:3])[CH3:2].C(OCC)(=O)C, predict the reaction product. (3) Given the reactants F[P-](F)(F)(F)(F)F.[N:8]1(OC(N(C)C)=[N+](C)C)[C:12]2[N:13]=CC=CC=2N=N1.[CH2:25]([C:27]1[CH:28]=[C:29]([CH:33]=[CH:34][C:35]=1[N:36]([CH3:47])[C:37]1[N:42]=[CH:41][C:40]2[N:43]=[CH:44][N:45]([CH3:46])[C:39]=2[CH:38]=1)[C:30](O)=[O:31])[CH3:26].C(N(C(C)C)C(C)C)C.N#CN, predict the reaction product. The product is: [C:12]([NH:13][C:30](=[O:31])[C:29]1[CH:33]=[CH:34][C:35]([N:36]([CH3:47])[C:37]2[N:42]=[CH:41][C:40]3[N:43]=[CH:44][N:45]([CH3:46])[C:39]=3[CH:38]=2)=[C:27]([CH2:25][CH3:26])[CH:28]=1)#[N:8]. (4) Given the reactants [C:1]([NH:4][C:5]1[N:6]=[C:7]2[CH:12]=[CH:11][C:10]([C:13]3[N:17]([CH:18]4CCN(C(OC(C)(C)C)=O)C[CH2:19]4)[CH:16]=[N:15][C:14]=3[C:31]3[CH:36]=[CH:35][C:34]([F:37])=[CH:33][CH:32]=3)=[N:9][N:8]2[CH:38]=1)(=[O:3])[CH3:2].CC1(C)C(C)(C)OB(C2C=CC3N(C=C(NC(=O)C)N=3)N=2)O1.BrC1N(CC[N:69]2[CH2:74][CH2:73][O:72][CH2:71][CH2:70]2)C=NC=1C1C=CC(F)=CC=1, predict the reaction product. The product is: [F:37][C:34]1[CH:35]=[CH:36][C:31]([C:14]2[N:15]=[CH:16][N:17]([CH2:18][CH2:19][N:69]3[CH2:74][CH2:73][O:72][CH2:71][CH2:70]3)[C:13]=2[C:10]2[CH:11]=[CH:12][C:7]3[N:8]([CH:38]=[C:5]([NH:4][C:1](=[O:3])[CH3:2])[N:6]=3)[N:9]=2)=[CH:32][CH:33]=1. (5) Given the reactants Cl.[CH:2]([O:5][C:6]1[CH:11]=[CH:10][C:9]([C:12]([N:14]2[CH2:19][CH2:18][C:17]3([O:24][CH:23]([C:25]4[O:26][C:27]([CH3:30])=[CH:28][N:29]=4)[CH2:22][NH:21][CH2:20]3)[CH2:16][CH2:15]2)=[O:13])=[CH:8][C:7]=1[CH3:31])([CH3:4])[CH3:3].FC(F)(F)S(O[CH2:38][C:39]([F:42])([F:41])[F:40])(=O)=O.C([O-])(O)=O.[Na+], predict the reaction product. The product is: [CH:2]([O:5][C:6]1[CH:11]=[CH:10][C:9]([C:12]([N:14]2[CH2:19][CH2:18][C:17]3([O:24][CH:23]([C:25]4[O:26][C:27]([CH3:30])=[CH:28][N:29]=4)[CH2:22][N:21]([CH2:38][C:39]([F:42])([F:41])[F:40])[CH2:20]3)[CH2:16][CH2:15]2)=[O:13])=[CH:8][C:7]=1[CH3:31])([CH3:4])[CH3:3].